Dataset: Forward reaction prediction with 1.9M reactions from USPTO patents (1976-2016). Task: Predict the product of the given reaction. (1) Given the reactants [CH2:1]([N:3]([CH2:16][CH3:17])[S:4]([C:7]1[CH:11]=[CH:10][S:9][C:8]=1[C:12]([O:14]C)=[O:13])(=[O:6])=[O:5])[CH3:2].[OH-].[Na+].Cl, predict the reaction product. The product is: [CH2:16]([N:3]([CH2:1][CH3:2])[S:4]([C:7]1[CH:11]=[CH:10][S:9][C:8]=1[C:12]([OH:14])=[O:13])(=[O:5])=[O:6])[CH3:17]. (2) The product is: [CH2:1]([C:4]1[CH:15]=[CH:14][C:7]2[O:8][CH:9]([C:11](=[O:13])[CH3:12])[O:10][C:6]=2[CH:5]=1)[CH:2]=[CH:3][CH2:16][CH2:17][CH3:18]. Given the reactants [CH2:1]([C:4]1[CH:15]=[CH:14][C:7]2[O:8][CH:9]([C:11](=[O:13])[CH3:12])[O:10][C:6]=2[CH:5]=1)[CH:2]=[CH2:3].[CH2:16]=[CH:17][CH2:18]CC, predict the reaction product. (3) Given the reactants [F:1][C:2]1[CH:7]=[C:6]([F:8])[CH:5]=[CH:4][C:3]=1[C:9]1([C:12]([F:30])([F:29])[C:13]2[N:18]=[CH:17][C:16]([CH2:19][O:20][C:21]3[CH:28]=[CH:27][C:24]([C:25]#[N:26])=[CH:23][N:22]=3)=[CH:15][CH:14]=2)[CH2:11][O:10]1.[NH:31]1[CH:35]=[N:34][N:33]=[N:32]1.C([O-])([O-])=O.[K+].[K+], predict the reaction product. The product is: [F:1][C:2]1[CH:7]=[C:6]([F:8])[CH:5]=[CH:4][C:3]=1[C:9]([OH:10])([CH2:11][N:31]1[CH:35]=[N:34][N:33]=[N:32]1)[C:12]([C:13]1[N:18]=[CH:17][C:16]([CH2:19][O:20][C:21]2[CH:28]=[CH:27][C:24]([C:25]#[N:26])=[CH:23][N:22]=2)=[CH:15][CH:14]=1)([F:29])[F:30]. (4) Given the reactants [Cl:1][C:2]1[CH:6]=[CH:5][S:4][C:3]=1[C:7]1[O:8][C:9]2[C:10](=[C:12]([C:16]([OH:18])=O)[CH:13]=[CH:14][CH:15]=2)[N:11]=1.Cl.Cl.[NH2:21][CH:22]1[CH2:29][CH:28]2[N:30]([CH3:31])[CH:24]([CH2:25][CH2:26][CH2:27]2)[CH2:23]1.Cl.C(N=C=NCCCN(C)C)C.ON1C2C=CC=CC=2N=N1.C(N(CC)CC)C, predict the reaction product. The product is: [CH3:31][N:30]1[CH:24]2[CH2:25][CH2:26][CH2:27][CH:28]1[CH2:29][CH:22]([NH:21][C:16]([C:12]1[CH:13]=[CH:14][CH:15]=[C:9]3[O:8][C:7]([C:3]4[S:4][CH:5]=[CH:6][C:2]=4[Cl:1])=[N:11][C:10]=13)=[O:18])[CH2:23]2. (5) Given the reactants C(C1N=C(C2(C)COC2)NC=1[C:8]1[CH:9]=[C:10]([CH:15]=[CH:16][C:17]=1[CH3:18])[C:11]([O:13][CH3:14])=[O:12])#N.I[C:25]1[NH:29][C:28]([CH:30]2[CH2:35][CH2:34][O:33][CH2:32][CH2:31]2)=[N:27][C:26]=1[C:36]([F:39])([F:38])[F:37].IC1NC(C2(C)COC2)=NC=1C#N, predict the reaction product. The product is: [CH3:18][C:17]1[CH:16]=[CH:15][C:10]([C:11]([O:13][CH3:14])=[O:12])=[CH:9][C:8]=1[C:25]1[NH:29][C:28]([CH:30]2[CH2:35][CH2:34][O:33][CH2:32][CH2:31]2)=[N:27][C:26]=1[C:36]([F:39])([F:38])[F:37].